This data is from Forward reaction prediction with 1.9M reactions from USPTO patents (1976-2016). The task is: Predict the product of the given reaction. (1) Given the reactants [Cl:1][C:2]1[C:3]([S:11]([CH2:14][CH3:15])(=[O:13])=[O:12])=[C:4]([CH2:9][NH2:10])[CH:5]=[C:6]([Cl:8])[CH:7]=1.[CH3:16][N:17]([C:37]([O:39][C:40]([CH3:43])([CH3:42])[CH3:41])=[O:38])[C@@H:18]1[CH2:22][CH2:21][N:20]([CH2:23][C:24]2[CH:32]=[CH:31][C:27]([C:28](O)=[O:29])=[CH:26][C:25]=2[C:33]([F:36])([F:35])[F:34])[CH2:19]1.CC(OC(N1CCN(CC2C=CC(C([O-])=O)=CC=2C(F)(F)F)CC1)=O)(C)C, predict the reaction product. The product is: [Cl:1][C:2]1[C:3]([S:11]([CH2:14][CH3:15])(=[O:13])=[O:12])=[C:4]([CH2:9][NH:10][C:28]([C:27]2[CH:31]=[CH:32][C:24]([CH2:23][N:20]3[CH2:21][CH2:22][C@@H:18]([N:17]([CH3:16])[C:37](=[O:38])[O:39][C:40]([CH3:43])([CH3:42])[CH3:41])[CH2:19]3)=[C:25]([C:33]([F:36])([F:34])[F:35])[CH:26]=2)=[O:29])[CH:5]=[C:6]([Cl:8])[CH:7]=1. (2) Given the reactants [C:1]([O:5][C:6](=[O:19])[NH:7][C:8]([CH3:18])([CH3:17])[CH2:9][C:10]1[CH:15]=[CH:14][CH:13]=[C:12](Br)[CH:11]=1)([CH3:4])([CH3:3])[CH3:2].C(N(CC)CC)C.[C]=O, predict the reaction product. The product is: [CH3:1][O:5][C:6](=[O:19])[C:12]1[CH:13]=[CH:14][CH:15]=[C:10]([CH2:9][C:8]([NH:7][C:6]([O:5][C:1]([CH3:4])([CH3:3])[CH3:2])=[O:19])([CH3:18])[CH3:17])[CH:11]=1. (3) Given the reactants [Cl:1][C:2]1[CH:7]=[CH:6][C:5]([C:8]2[CH:13]=[C:12]([C:14]([F:17])([F:16])[F:15])[N:11]3[N:18]=[CH:19][C:20]([C:21](O)=[O:22])=[C:10]3[N:9]=2)=[CH:4][CH:3]=1.[CH3:24][S:25]([C:28]1[CH:29]=[C:30]([NH2:34])[CH:31]=[CH:32][CH:33]=1)(=[O:27])=[O:26].Cl, predict the reaction product. The product is: [CH3:24][S:25]([C:28]1[CH:29]=[C:30]([NH:34][C:21]([C:20]2[CH:19]=[N:18][N:11]3[C:12]([C:14]([F:15])([F:17])[F:16])=[CH:13][C:8]([C:5]4[CH:6]=[CH:7][C:2]([Cl:1])=[CH:3][CH:4]=4)=[N:9][C:10]=23)=[O:22])[CH:31]=[CH:32][CH:33]=1)(=[O:26])=[O:27]. (4) Given the reactants [C:1]1([S:7]([C:10]2[CH:11]=[C:12]([CH:16]=[CH:17][CH:18]=2)[C:13]([OH:15])=O)(=[O:9])=[O:8])[CH:6]=[CH:5][CH:4]=[CH:3][CH:2]=1.[CH3:19][O:20][C:21]1[CH:27]=[CH:26][C:24]([NH2:25])=[CH:23][CH:22]=1, predict the reaction product. The product is: [CH3:19][O:20][C:21]1[CH:27]=[CH:26][C:24]([NH:25][C:13](=[O:15])[C:12]2[CH:16]=[CH:17][CH:18]=[C:10]([S:7]([C:1]3[CH:2]=[CH:3][CH:4]=[CH:5][CH:6]=3)(=[O:8])=[O:9])[CH:11]=2)=[CH:23][CH:22]=1.